This data is from Full USPTO retrosynthesis dataset with 1.9M reactions from patents (1976-2016). The task is: Predict the reactants needed to synthesize the given product. (1) Given the product [F:34][C:32]([F:33])([F:35])[CH2:31][NH:30][C:28]([NH:27][C:23]1[CH:24]=[CH:25][CH:26]=[C:21]([C:18]2[N:15]3[N:16]=[CH:17][C:12]([C:10]4[CH:9]=[N:8][N:7]([CH:4]5[CH2:5][CH2:6][N:1]([C:39](=[O:40])[CH:38]([OH:42])[C:37]([F:44])([F:43])[F:36])[CH2:2][CH2:3]5)[CH:11]=4)=[CH:13][C:14]3=[N:20][CH:19]=2)[CH:22]=1)=[O:29], predict the reactants needed to synthesize it. The reactants are: [NH:1]1[CH2:6][CH2:5][CH:4]([N:7]2[CH:11]=[C:10]([C:12]3[CH:17]=[N:16][N:15]4[C:18]([C:21]5[CH:22]=[C:23]([NH:27][C:28]([NH:30][CH2:31][C:32]([F:35])([F:34])[F:33])=[O:29])[CH:24]=[CH:25][CH:26]=5)=[CH:19][N:20]=[C:14]4[CH:13]=3)[CH:9]=[N:8]2)[CH2:3][CH2:2]1.[F:36][C:37]([F:44])([F:43])[CH:38]([OH:42])[C:39](O)=[O:40]. (2) Given the product [CH2:1]([S:3]([N:6]1[CH2:7][C:8]([N:12]2[CH:16]=[C:15]([C:17]3[C:18]4[CH:25]=[CH:24][NH:23][C:19]=4[N:20]=[CH:21][N:22]=3)[CH:14]=[N:13]2)([CH2:10][F:11])[CH2:9]1)(=[O:4])=[O:5])[CH3:2].[C:34]([OH:40])([C:36]([F:39])([F:38])[F:37])=[O:35], predict the reactants needed to synthesize it. The reactants are: [CH2:1]([S:3]([N:6]1[CH2:9][C:8]([N:12]2[CH:16]=[C:15]([C:17]3[C:18]4[CH:25]=[CH:24][N:23](COCC[Si](C)(C)C)[C:19]=4[N:20]=[CH:21][N:22]=3)[CH:14]=[N:13]2)([CH2:10][F:11])[CH2:7]1)(=[O:5])=[O:4])[CH3:2].[C:34]([OH:40])([C:36]([F:39])([F:38])[F:37])=[O:35].C(N)CN.